Dataset: TCR-epitope binding with 47,182 pairs between 192 epitopes and 23,139 TCRs. Task: Binary Classification. Given a T-cell receptor sequence (or CDR3 region) and an epitope sequence, predict whether binding occurs between them. (1) The epitope is IPIQASLPF. The TCR CDR3 sequence is CASSRDRGALSTEAFF. Result: 1 (the TCR binds to the epitope). (2) The epitope is QASQEVKNW. The TCR CDR3 sequence is CASSQVQGARFYGYTF. Result: 0 (the TCR does not bind to the epitope). (3) The epitope is DPFRLLQNSQVFS. The TCR CDR3 sequence is CASSLEGSPSQNTEAFF. Result: 1 (the TCR binds to the epitope). (4) The epitope is FADDLNQLTGY. The TCR CDR3 sequence is CASSLLLASGNEQFF. Result: 1 (the TCR binds to the epitope). (5) Result: 1 (the TCR binds to the epitope). The TCR CDR3 sequence is CASSLDGQGILVNEQFF. The epitope is YFPLQSYGF. (6) The epitope is RLRAEAQVK. The TCR CDR3 sequence is CASSYPGGYPNTGELFF. Result: 1 (the TCR binds to the epitope). (7) The epitope is VLWAHGFEL. The TCR CDR3 sequence is CASSDRTSGINEQFF. Result: 0 (the TCR does not bind to the epitope).